Dataset: Peptide-MHC class II binding affinity with 134,281 pairs from IEDB. Task: Regression. Given a peptide amino acid sequence and an MHC pseudo amino acid sequence, predict their binding affinity value. This is MHC class II binding data. (1) The peptide sequence is HDKFLANVSTVLTGK. The MHC is DRB1_1602 with pseudo-sequence DRB1_1602. The binding affinity (normalized) is 0.783. (2) The peptide sequence is LAVGGVLLFLSVNVHA. The MHC is DRB1_0401 with pseudo-sequence DRB1_0401. The binding affinity (normalized) is 0.286. (3) The peptide sequence is LAAMDGGGFYADDTA. The MHC is DRB1_1101 with pseudo-sequence DRB1_1101. The binding affinity (normalized) is 0.418. (4) The peptide sequence is GLVHVANNNYDPWTI. The MHC is DRB1_1501 with pseudo-sequence DRB1_1501. The binding affinity (normalized) is 0.484. (5) The MHC is DRB1_0701 with pseudo-sequence DRB1_0701. The peptide sequence is EKKYFAATQFWPLAA. The binding affinity (normalized) is 0.862. (6) The peptide sequence is IGLVTQTINDFYFVI. The MHC is HLA-DQA10101-DQB10501 with pseudo-sequence HLA-DQA10101-DQB10501. The binding affinity (normalized) is 0.532. (7) The peptide sequence is TDAATLAQEAGNFER. The MHC is HLA-DQA10501-DQB10201 with pseudo-sequence HLA-DQA10501-DQB10201. The binding affinity (normalized) is 0.141. (8) The peptide sequence is QKLLLEEGVPSHIMS. The MHC is DRB1_0404 with pseudo-sequence DRB1_0404. The binding affinity (normalized) is 0.629.